Dataset: Full USPTO retrosynthesis dataset with 1.9M reactions from patents (1976-2016). Task: Predict the reactants needed to synthesize the given product. (1) Given the product [Cl:1][C:2]1[CH:7]=[CH:6][C:5]([C:8]2[CH:12]=[CH:11][N:10]([CH2:20][C:21]3[CH:26]=[CH:25][CH:24]=[C:23]([O:27][C:28]([F:29])([F:30])[F:31])[CH:22]=3)[N:9]=2)=[CH:4][C:3]=1[CH2:13][NH:14][C:15](=[O:18])[O:16][CH3:17], predict the reactants needed to synthesize it. The reactants are: [Cl:1][C:2]1[CH:7]=[CH:6][C:5]([C:8]2[CH:12]=[CH:11][NH:10][N:9]=2)=[CH:4][C:3]=1[CH2:13][NH:14][C:15](=[O:18])[O:16][CH3:17].Br[CH2:20][C:21]1[CH:26]=[CH:25][CH:24]=[C:23]([O:27][C:28]([F:31])([F:30])[F:29])[CH:22]=1.C(=O)([O-])[O-].[K+].[K+]. (2) Given the product [C:1]([C:3]1[CH:4]=[CH:5][C:6]([CH2:9][CH2:10][CH2:11][N:12]([CH2:16][CH2:17][O:18][S:25]([C:22]2[CH:23]=[CH:24][C:19]([CH3:29])=[CH:20][CH:21]=2)(=[O:27])=[O:26])[C:13]([NH2:15])=[O:14])=[CH:7][CH:8]=1)#[N:2], predict the reactants needed to synthesize it. The reactants are: [C:1]([C:3]1[CH:8]=[CH:7][C:6]([CH2:9][CH2:10][CH2:11][N:12]([CH2:16][CH2:17][OH:18])[C:13]([NH2:15])=[O:14])=[CH:5][CH:4]=1)#[N:2].[C:19]1([CH3:29])[CH:24]=[CH:23][C:22]([S:25](Cl)(=[O:27])=[O:26])=[CH:21][CH:20]=1.C(OCC)(=O)C.